From a dataset of Full USPTO retrosynthesis dataset with 1.9M reactions from patents (1976-2016). Predict the reactants needed to synthesize the given product. Given the product [CH2:1]([NH:5][CH2:6][P:7]([OH:10])([OH:9])=[O:8])[C:2]([OH:4])=[O:3].[CH3:13][C:14]([N:5]([CH2:6][P:7]([OH:10])([OH:9])=[O:8])[CH2:1][C:2]([OH:4])=[O:3])=[O:15].[CH3:11][C:12]1[O:17][NH:16][C:14](=[O:15])[C:13]=1[CH2:18][CH:19]([NH2:23])[C:20]([OH:22])=[O:21], predict the reactants needed to synthesize it. The reactants are: [CH2:1]([NH:5][CH2:6][P:7]([OH:10])([OH:9])=[O:8])[C:2]([OH:4])=[O:3].[CH3:11][C:12]1[O:17][NH:16][C:14](=[O:15])[C:13]=1[CH2:18][CH:19]([NH2:23])[C:20]([OH:22])=[O:21].